Dataset: Full USPTO retrosynthesis dataset with 1.9M reactions from patents (1976-2016). Task: Predict the reactants needed to synthesize the given product. (1) Given the product [Br:8][C:13]1[C:14]2[CH:20]([CH3:21])[CH2:19][N:18]([C:22](=[O:27])[C:23]([F:26])([F:24])[F:25])[CH2:17][CH2:16][C:15]=2[N:28]=[C:11]([O:10][CH3:9])[C:12]=1[NH2:29], predict the reactants needed to synthesize it. The reactants are: C1C(=O)N([Br:8])C(=O)C1.[CH3:9][O:10][C:11]1[C:12]([NH2:29])=[CH:13][C:14]2[CH:20]([CH3:21])[CH2:19][N:18]([C:22](=[O:27])[C:23]([F:26])([F:25])[F:24])[CH2:17][CH2:16][C:15]=2[N:28]=1. (2) Given the product [Cl:6][C:7]1[CH:8]=[CH:9][C:10]([O:26][CH2:27][C:28]2[CH:33]=[CH:32][C:31]([F:34])=[CH:30][CH:29]=2)=[C:11]([C:13]2[N:14]([C:19]3[N:24]=[C:23]([C:35]([OH:37])=[O:36])[CH:22]=[CH:21][CH:20]=3)[C:15]([CH3:18])=[CH:16][CH:17]=2)[CH:12]=1, predict the reactants needed to synthesize it. The reactants are: C([Li])CCC.[Cl:6][C:7]1[CH:8]=[CH:9][C:10]([O:26][CH2:27][C:28]2[CH:33]=[CH:32][C:31]([F:34])=[CH:30][CH:29]=2)=[C:11]([C:13]2[N:14]([C:19]3[N:24]=[C:23](Br)[CH:22]=[CH:21][CH:20]=3)[C:15]([CH3:18])=[CH:16][CH:17]=2)[CH:12]=1.[C:35](=[O:37])=[O:36]. (3) The reactants are: [CH2:1]([N:8]1[CH2:13][CH2:12][N:11]([C:14]([C:16]2[CH:21]=[CH:20][C:19]([O:22][C:23]3[CH:28]=[CH:27][C:26]([NH:29][CH2:30][C:31]4[CH:36]=[CH:35][C:34]([C:37]([F:40])([F:39])[F:38])=[CH:33][CH:32]=4)=[CH:25][N:24]=3)=[CH:18][CH:17]=2)=[O:15])[CH2:10][CH2:9]1)[C:2]1[CH:7]=[CH:6][CH:5]=[CH:4][CH:3]=1.C=O.[C:43]([BH3-])#N.[Na+].C(O)(=O)C. Given the product [CH2:1]([N:8]1[CH2:13][CH2:12][N:11]([C:14]([C:16]2[CH:17]=[CH:18][C:19]([O:22][C:23]3[CH:28]=[CH:27][C:26]([N:29]([CH3:43])[CH2:30][C:31]4[CH:32]=[CH:33][C:34]([C:37]([F:39])([F:40])[F:38])=[CH:35][CH:36]=4)=[CH:25][N:24]=3)=[CH:20][CH:21]=2)=[O:15])[CH2:10][CH2:9]1)[C:2]1[CH:7]=[CH:6][CH:5]=[CH:4][CH:3]=1, predict the reactants needed to synthesize it.